Dataset: Reaction yield outcomes from USPTO patents with 853,638 reactions. Task: Predict the reaction yield, written as a fraction of the theoretical maximum amount of product (1.0 means a 100% yield; for example, 0.34 means a 34% yield). (1) The reactants are [NH2:1][C:2]1[N:6]([C@@H:7]2[CH2:12][CH2:11][CH2:10][N:9](C(OC(C)(C)C)=O)[CH2:8]2)[N:5]=[C:4]([C:20]2[CH:25]=[CH:24][C:23]([O:26][C:27]3[CH:32]=[CH:31][CH:30]=[CH:29][CH:28]=3)=[CH:22][CH:21]=2)[C:3]=1[C:33](=[O:35])[NH2:34].[ClH:36]. The catalyst is CCOCC.CO. The product is [ClH:36].[NH2:1][C:2]1[N:6]([C@@H:7]2[CH2:12][CH2:11][CH2:10][NH:9][CH2:8]2)[N:5]=[C:4]([C:20]2[CH:21]=[CH:22][C:23]([O:26][C:27]3[CH:32]=[CH:31][CH:30]=[CH:29][CH:28]=3)=[CH:24][CH:25]=2)[C:3]=1[C:33]([NH2:34])=[O:35]. The yield is 0.900. (2) The reactants are Br[CH2:2][CH2:3][C:4]([F:8])=[C:5]([F:7])[F:6].C(=O)([O-])[O-].[K+].[K+].[SH:15][C:16]1[O:17][CH:18]=[CH:19][N:20]=1. The catalyst is C(#N)C. The product is [F:8][C:4](=[C:5]([F:7])[F:6])[CH2:3][CH2:2][S:15][C:16]1[O:17][CH:18]=[CH:19][N:20]=1. The yield is 0.827. (3) The reactants are [O:1]([C:3]1[CH:8]=[CH:7][C:6]([Cl:9])=[CH:5][C:4]=1[NH:10][C:11]([NH:13][C:14]1[CH:22]=[CH:21][CH:20]=[C:19]2[C:15]=1[CH:16]=[CH:17][N:18]2[CH2:23][C:24]1[CH:29]=[CH:28][N:27]=[C:26]2[N:30](C(OC(C)(C)C)=O)[CH:31]=[CH:32][C:25]=12)=[O:12])[CH3:2].Cl. The catalyst is CO. The product is [ClH:9].[O:1]([C:3]1[CH:8]=[CH:7][C:6]([Cl:9])=[CH:5][C:4]=1[NH:10][C:11]([NH:13][C:14]1[CH:22]=[CH:21][CH:20]=[C:19]2[C:15]=1[CH:16]=[CH:17][N:18]2[CH2:23][C:24]1[CH:29]=[CH:28][N:27]=[C:26]2[NH:30][CH:31]=[CH:32][C:25]=12)=[O:12])[CH3:2]. The yield is 0.900. (4) The reactants are [NH2:1][C:2]1[CH:3]=[C:4]([C:10]([C:14]2[CH:19]=[CH:18][C:17]([O:20][CH3:21])=[C:16]([O:22][CH2:23][CH3:24])[CH:15]=2)=[CH:11][C:12]#[N:13])[CH:5]=[CH:6][C:7]=1[O:8][CH3:9].C1(N=C=NC2CCCCC2)CCCCC1.ON1C2C=CC=CC=2N=N1.[C:50]([NH:57][CH2:58][C:59](O)=[O:60])([O:52][C:53]([CH3:56])([CH3:55])[CH3:54])=[O:51]. The catalyst is CN(C=O)C.C(OCC)(=O)C. The product is [C:53]([O:52][C:50](=[O:51])[NH:57][CH2:58][C:59](=[O:60])[NH:1][C:2]1[CH:3]=[C:4]([C:10]([C:14]2[CH:19]=[CH:18][C:17]([O:20][CH3:21])=[C:16]([O:22][CH2:23][CH3:24])[CH:15]=2)=[CH:11][C:12]#[N:13])[CH:5]=[CH:6][C:7]=1[O:8][CH3:9])([CH3:56])([CH3:54])[CH3:55]. The yield is 0.820. (5) The reactants are C(OC([N:8]1[CH2:13][CH:12]2[CH2:14][CH:9]1[CH2:10][N:11]2[C:15]1[C:16]2[C:17](=[C:21]([C:31]3[CH:36]=[CH:35][C:34]([Cl:37])=[CH:33][CH:32]=3)[N:22]([C:24]3[CH:29]=[CH:28][CH:27]=[CH:26][C:25]=3[Cl:30])[N:23]=2)[N:18]=[CH:19][N:20]=1)=O)(C)(C)C.Cl. The catalyst is O1CCOCC1. The product is [ClH:30].[Cl:37][C:34]1[CH:35]=[CH:36][C:31]([C:21]2[N:22]([C:24]3[CH:29]=[CH:28][CH:27]=[CH:26][C:25]=3[Cl:30])[N:23]=[C:16]3[C:15]([N:11]4[CH2:10][CH:9]5[CH2:14][CH:12]4[CH2:13][NH:8]5)=[N:20][CH:19]=[N:18][C:17]=23)=[CH:32][CH:33]=1. The yield is 0.920. (6) The reactants are [Br:1]N1C(=O)CCC1=O.C1(P(C2C=CC=CC=2)C2C=CC=CC=2)C=CC=CC=1.N1C=CC=CC=1.O[CH2:35][CH2:36][CH2:37][C@H:38]([NH:47][C:48]([O:50][C:51]([CH3:54])([CH3:53])[CH3:52])=[O:49])[C:39]([O:41][CH:42]1[CH2:46][CH2:45][CH2:44][CH2:43]1)=[O:40]. The catalyst is C(Cl)Cl. The product is [Br:1][CH2:35][CH2:36][CH2:37][C@H:38]([NH:47][C:48]([O:50][C:51]([CH3:54])([CH3:53])[CH3:52])=[O:49])[C:39]([O:41][CH:42]1[CH2:46][CH2:45][CH2:44][CH2:43]1)=[O:40]. The yield is 0.550.